Dataset: NCI-60 drug combinations with 297,098 pairs across 59 cell lines. Task: Regression. Given two drug SMILES strings and cell line genomic features, predict the synergy score measuring deviation from expected non-interaction effect. (1) Drug 1: C(CN)CNCCSP(=O)(O)O. Drug 2: CC1C(C(CC(O1)OC2CC(CC3=C2C(=C4C(=C3O)C(=O)C5=C(C4=O)C(=CC=C5)OC)O)(C(=O)CO)O)N)O.Cl. Cell line: PC-3. Synergy scores: CSS=44.5, Synergy_ZIP=-0.0165, Synergy_Bliss=1.24, Synergy_Loewe=-50.3, Synergy_HSA=2.03. (2) Drug 1: CCC(=C(C1=CC=CC=C1)C2=CC=C(C=C2)OCCN(C)C)C3=CC=CC=C3.C(C(=O)O)C(CC(=O)O)(C(=O)O)O. Drug 2: N.N.Cl[Pt+2]Cl. Cell line: OVCAR-5. Synergy scores: CSS=56.1, Synergy_ZIP=-7.97, Synergy_Bliss=-4.12, Synergy_Loewe=-0.464, Synergy_HSA=1.81. (3) Drug 1: CC1C(C(=O)NC(C(=O)N2CCCC2C(=O)N(CC(=O)N(C(C(=O)O1)C(C)C)C)C)C(C)C)NC(=O)C3=C4C(=C(C=C3)C)OC5=C(C(=O)C(=C(C5=N4)C(=O)NC6C(OC(=O)C(N(C(=O)CN(C(=O)C7CCCN7C(=O)C(NC6=O)C(C)C)C)C)C(C)C)C)N)C. Drug 2: COCCOC1=C(C=C2C(=C1)C(=NC=N2)NC3=CC=CC(=C3)C#C)OCCOC.Cl. Cell line: SNB-19. Synergy scores: CSS=10.5, Synergy_ZIP=-3.09, Synergy_Bliss=-0.718, Synergy_Loewe=-26.6, Synergy_HSA=-1.11. (4) Drug 1: CCC1(CC2CC(C3=C(CCN(C2)C1)C4=CC=CC=C4N3)(C5=C(C=C6C(=C5)C78CCN9C7C(C=CC9)(C(C(C8N6C=O)(C(=O)OC)O)OC(=O)C)CC)OC)C(=O)OC)O.OS(=O)(=O)O. Drug 2: COC1=C2C(=CC3=C1OC=C3)C=CC(=O)O2. Cell line: A549. Synergy scores: CSS=5.98, Synergy_ZIP=-2.39, Synergy_Bliss=0.284, Synergy_Loewe=-3.07, Synergy_HSA=0.284. (5) Drug 1: CC1CCC2CC(C(=CC=CC=CC(CC(C(=O)C(C(C(=CC(C(=O)CC(OC(=O)C3CCCCN3C(=O)C(=O)C1(O2)O)C(C)CC4CCC(C(C4)OC)OCCO)C)C)O)OC)C)C)C)OC. Drug 2: C(CN)CNCCSP(=O)(O)O. Cell line: SNB-19. Synergy scores: CSS=11.5, Synergy_ZIP=0.569, Synergy_Bliss=4.87, Synergy_Loewe=5.12, Synergy_HSA=4.64.